From a dataset of Forward reaction prediction with 1.9M reactions from USPTO patents (1976-2016). Predict the product of the given reaction. The product is: [Cl:24][C:25]([Cl:29])([Cl:28])[C:26]1[N:27]=[C:26]([C:25]([Cl:29])([Cl:28])[Cl:24])[N:27]=[C:1]([C:3]2[CH:4]=[CH:5][C:6]([S:9][CH2:10][C:11]([O:13][CH:14]3[CH2:19][CH2:18][CH2:17][CH2:16][CH2:15]3)=[O:12])=[CH:7][CH:8]=2)[N:2]=1. Given the reactants [C:1]([C:3]1[CH:8]=[CH:7][C:6]([S:9][CH2:10][C:11]([O:13][CH:14]2[CH2:19][CH2:18][CH2:17][CH2:16][CH2:15]2)=[O:12])=[CH:5][CH:4]=1)#[N:2].[Al](Br)(Br)Br.[Cl:24][C:25]([Cl:29])([Cl:28])[C:26]#[N:27], predict the reaction product.